Dataset: Catalyst prediction with 721,799 reactions and 888 catalyst types from USPTO. Task: Predict which catalyst facilitates the given reaction. (1) Reactant: Cl[C:2]1[CH:7]=[C:6]([C:8]2[CH:13]=[CH:12][CH:11]=[C:10]([S:14]([CH3:17])(=[O:16])=[O:15])[CH:9]=2)[N:5]=[C:4]([NH:18][C:19]2[CH:24]=[CH:23][C:22]([O:25][C:26]([F:29])([F:28])[F:27])=[CH:21][CH:20]=2)[N:3]=1.[NH:30]1[CH2:35][CH2:34][O:33][CH2:32][CH2:31]1. Product: [CH3:17][S:14]([C:10]1[CH:9]=[C:8]([C:6]2[CH:7]=[C:2]([N:30]3[CH2:35][CH2:34][O:33][CH2:32][CH2:31]3)[N:3]=[C:4]([NH:18][C:19]3[CH:24]=[CH:23][C:22]([O:25][C:26]([F:29])([F:28])[F:27])=[CH:21][CH:20]=3)[N:5]=2)[CH:13]=[CH:12][CH:11]=1)(=[O:16])=[O:15]. The catalyst class is: 51. (2) Reactant: FC(F)(F)S(O[C:7]1[CH:8]=[C:9]([C:13]2[CH:18]=[CH:17][C:16]([C@@H:19]3[C@@H:22]([CH2:23][CH2:24][C@@H:25]([C:27]4[CH:32]=[CH:31][C:30]([F:33])=[CH:29][CH:28]=4)[OH:26])[C:21](=[O:34])[N:20]3[C:35]3[CH:40]=[CH:39][CH:38]=[CH:37][CH:36]=3)=[CH:15][CH:14]=2)[CH:10]=[CH:11][CH:12]=1)(=O)=O.[B:43]1([B:43]2[O:47][C:46]([CH3:49])([CH3:48])[C:45]([CH3:51])([CH3:50])[O:44]2)[O:47][C:46]([CH3:49])([CH3:48])[C:45]([CH3:51])([CH3:50])[O:44]1.C([O-])(=O)C.[K+].O. Product: [F:33][C:30]1[CH:31]=[CH:32][C:27]([C@@H:25]([OH:26])[CH2:24][CH2:23][C@@H:22]2[C@@H:19]([C:16]3[CH:15]=[CH:14][C:13]([C:9]4[CH:10]=[CH:11][CH:12]=[C:7]([B:43]5[O:47][C:46]([CH3:49])([CH3:48])[C:45]([CH3:51])([CH3:50])[O:44]5)[CH:8]=4)=[CH:18][CH:17]=3)[N:20]([C:35]3[CH:36]=[CH:37][CH:38]=[CH:39][CH:40]=3)[C:21]2=[O:34])=[CH:28][CH:29]=1. The catalyst class is: 418. (3) Reactant: [Cl:1][CH2:2][CH2:3][NH:4][C:5](=O)[C:6]([F:9])([F:8])[F:7].B.C1COCC1. Product: [Cl:1][CH2:2][CH2:3][NH:4][CH2:5][C:6]([F:9])([F:8])[F:7]. The catalyst class is: 7. (4) Reactant: C(OC([N:8]1[CH2:12][C@@H:11]([CH2:13][N:14]([CH:31]([CH3:33])[CH3:32])[C:15](=[O:30])[C:16]2[CH:21]=[CH:20][C:19]([O:22][CH3:23])=[C:18]([O:24][CH2:25][CH2:26][CH2:27][O:28][CH3:29])[CH:17]=2)[C@H:10]([CH2:34]O)[CH2:9]1)=O)(C)(C)C.[CH2:36]([N:43]=[C:44]=[O:45])[C:37]1[CH:42]=[CH:41][CH:40]=[CH:39][CH:38]=1.CC#N.[OH2:49].CC#N. Product: [CH:31]([N:14]([CH2:13][C@@H:11]1[CH2:12][NH:8][CH2:9][C@H:10]1[CH2:34][O:45][C:44](=[O:49])[NH:43][CH2:36][C:37]1[CH:42]=[CH:41][CH:40]=[CH:39][CH:38]=1)[C:15](=[O:30])[C:16]1[CH:21]=[CH:20][C:19]([O:22][CH3:23])=[C:18]([O:24][CH2:25][CH2:26][CH2:27][O:28][CH3:29])[CH:17]=1)([CH3:32])[CH3:33]. The catalyst class is: 6. (5) Reactant: [C:1]([N:4]1[CH2:9][CH2:8][CH:7]([C:10]([N:12]([CH2:21][CH2:22][CH2:23][N:24]2[CH2:29][CH2:28][CH:27]([CH2:30][C:31]3[CH:40]=[CH:39][C:34]([C:35]([O:37]C)=[O:36])=[CH:33][CH:32]=3)[CH2:26][CH2:25]2)[C:13]2[CH:18]=[CH:17][C:16]([Cl:19])=[C:15]([Cl:20])[CH:14]=2)=[O:11])[CH2:6][CH2:5]1)(=[O:3])[CH3:2].[OH-].[Na+].Cl.ClCCl.CO. Product: [C:1]([N:4]1[CH2:5][CH2:6][CH:7]([C:10]([N:12]([CH2:21][CH2:22][CH2:23][N:24]2[CH2:25][CH2:26][CH:27]([CH2:30][C:31]3[CH:40]=[CH:39][C:34]([C:35]([OH:37])=[O:36])=[CH:33][CH:32]=3)[CH2:28][CH2:29]2)[C:13]2[CH:18]=[CH:17][C:16]([Cl:19])=[C:15]([Cl:20])[CH:14]=2)=[O:11])[CH2:8][CH2:9]1)(=[O:3])[CH3:2]. The catalyst class is: 8. (6) Reactant: [CH3:1][N:2]([CH2:4][C:5]1[CH:6]=[CH:7][C:8]([O:42][CH2:43][CH3:44])=[C:9]([NH:11][C:12]([C@H:14]([NH:26][C:27]([N:29]2[CH2:34][CH2:33][N:32]([C:35](OC(C)(C)C)=[O:36])[CH2:31][CH2:30]2)=[O:28])[C@H:15]([C:17]2[C:25]3[C:20](=[CH:21][CH:22]=[CH:23][CH:24]=3)[NH:19][CH:18]=2)[CH3:16])=[O:13])[CH:10]=1)[CH3:3].Cl.C(OCC)(=O)C.[CH:52]1(C(O)=O)[CH2:54][CH2:53]1.CCN=C=NCCCN(C)C.C1C=CC2N(O)N=NC=2C=1.C(=O)([O-])O.[Na+].C(N1CCN(C(N[C@@H](C(NC2C=C(CN(C)C)C=CC=2OCC)=O)[C@H](C2C3C(=CC=CC=3)NC=2)C)=O)CC1)(=O)C. Product: [CH:52]1([C:35]([N:32]2[CH2:31][CH2:30][N:29]([C:27]([NH:26][C@@H:14]([C:12]([NH:11][C:9]3[CH:10]=[C:5]([CH2:4][N:2]([CH3:1])[CH3:3])[CH:6]=[CH:7][C:8]=3[O:42][CH2:43][CH3:44])=[O:13])[C@H:15]([C:17]3[C:25]4[C:20](=[CH:21][CH:22]=[CH:23][CH:24]=4)[NH:19][CH:18]=3)[CH3:16])=[O:28])[CH2:34][CH2:33]2)=[O:36])[CH2:54][CH2:53]1. The catalyst class is: 13. (7) Reactant: [CH3:1][NH:2][S:3]([C:6]1[C:11]([Cl:12])=[CH:10][CH:9]=[C:8]([N+:13]([O-])=O)[C:7]=1[OH:16])(=[O:5])=[O:4]. Product: [CH3:1][NH:2][S:3]([C:6]1[C:11]([Cl:12])=[CH:10][CH:9]=[C:8]([NH2:13])[C:7]=1[OH:16])(=[O:5])=[O:4]. The catalyst class is: 78. (8) Reactant: CC1(C)C(C)(C)OB([C:9]2[CH:10]=[C:11]3[C:15](=[CH:16][CH:17]=2)[N:14]([C:18]([O:20][C:21]([CH3:24])([CH3:23])[CH3:22])=[O:19])[CH:13]=[CH:12]3)O1.Br[C:27]1[C:28]([N:47]([CH3:52])[S:48]([CH3:51])(=[O:50])=[O:49])=[CH:29][C:30]2[O:34][C:33]([C:35]3[CH:40]=[CH:39][C:38]([F:41])=[CH:37][CH:36]=3)=[C:32]([C:42]([NH:44][CH3:45])=[O:43])[C:31]=2[CH:46]=1.[O-]P([O-])([O-])=O.[K+].[K+].[K+]. Product: [F:41][C:38]1[CH:39]=[CH:40][C:35]([C:33]2[O:34][C:30]3[CH:29]=[C:28]([N:47]([CH3:52])[S:48]([CH3:51])(=[O:49])=[O:50])[C:27]([C:9]4[CH:10]=[C:11]5[C:15](=[CH:16][CH:17]=4)[N:14]([C:18]([O:20][C:21]([CH3:22])([CH3:23])[CH3:24])=[O:19])[CH:13]=[CH:12]5)=[CH:46][C:31]=3[C:32]=2[C:42](=[O:43])[NH:44][CH3:45])=[CH:36][CH:37]=1. The catalyst class is: 151. (9) Reactant: [OH:1][C:2]1[C:9]([O:10][CH3:11])=[CH:8][C:5]([CH:6]=[O:7])=[CH:4][C:3]=1[CH3:12].C(=O)([O-])[O-].[K+].[K+].Br[C:20]([CH3:29])([CH3:28])[C:21]([O:23][C:24]([CH3:27])([CH3:26])[CH3:25])=[O:22]. Product: [CH:6]([C:5]1[CH:4]=[C:3]([CH3:12])[C:2]([O:1][C:20]([CH3:29])([CH3:28])[C:21]([O:23][C:24]([CH3:27])([CH3:26])[CH3:25])=[O:22])=[C:9]([O:10][CH3:11])[CH:8]=1)=[O:7]. The catalyst class is: 9.